This data is from Full USPTO retrosynthesis dataset with 1.9M reactions from patents (1976-2016). The task is: Predict the reactants needed to synthesize the given product. (1) Given the product [Cl:52][C:40]1[CH:39]=[CH:38][C:37]([C:5]2[CH:4]=[CH:3][C:2]([C:58]3[CH:63]=[CH:62][CH:61]=[CH:60][N:59]=3)=[N:7][C:6]=2[C@@H:8]([NH:18][C:19](=[O:36])[CH2:20][N:21]2[C:25]3[C:26]([F:30])([F:31])[C@@H:27]4[CH2:29][C@@H:28]4[C:24]=3[C:23]([C:32]([F:35])([F:34])[F:33])=[N:22]2)[CH2:9][C:10]2[CH:15]=[C:14]([F:16])[CH:13]=[C:12]([F:17])[CH:11]=2)=[C:45]2[C:41]=1[C:42]([NH:47][S:48]([CH3:51])(=[O:50])=[O:49])=[N:43][N:44]2[CH3:46], predict the reactants needed to synthesize it. The reactants are: Cl[C:2]1[N:7]=[C:6]([C@@H:8]([NH:18][C:19](=[O:36])[CH2:20][N:21]2[C:25]3[C:26]([F:31])([F:30])[C@@H:27]4[CH2:29][C@@H:28]4[C:24]=3[C:23]([C:32]([F:35])([F:34])[F:33])=[N:22]2)[CH2:9][C:10]2[CH:15]=[C:14]([F:16])[CH:13]=[C:12]([F:17])[CH:11]=2)[C:5]([C:37]2[CH:38]=[CH:39][C:40]([Cl:52])=[C:41]3[C:45]=2[N:44]([CH3:46])[N:43]=[C:42]3[NH:47][S:48]([CH3:51])(=[O:50])=[O:49])=[CH:4][CH:3]=1.C([Sn](CCCC)(CCCC)[C:58]1[CH:63]=[CH:62][CH:61]=[CH:60][N:59]=1)CCC.C(Cl)Cl.[F-].[K+]. (2) Given the product [CH2:1]([O:3][C:4]([C:6]1[NH:7][C:8]2[C:13]([CH:14]=1)=[CH:12][C:11]([O:15][C@H:44]1[CH2:45][CH2:46][N:41]([CH2:42][C:28]3[CH:27]=[CH:26][CH:25]=[CH:48][CH:47]=3)[CH2:43]1)=[CH:10][CH:9]=2)=[O:5])[CH3:2], predict the reactants needed to synthesize it. The reactants are: [CH2:1]([O:3][C:4]([C:6]1[NH:7][C:8]2[C:13]([CH:14]=1)=[CH:12][C:11]([OH:15])=[CH:10][CH:9]=2)=[O:5])[CH3:2].[CH2:25](P([CH2:25][CH2:26][CH2:27][CH3:28])[CH2:25][CH2:26][CH2:27][CH3:28])[CH2:26][CH2:27][CH3:28].N(C([N:41]1[CH2:46][CH2:45][CH2:44][CH2:43][CH2:42]1)=O)=NC([N:41]1[CH2:46][CH2:45][CH2:44][CH2:43][CH2:42]1)=O.[CH2:47]1COC[CH2:48]1. (3) Given the product [NH2:5][C:4]1[C:3]2[C:2](=[CH:9][C:8]([F:10])=[CH:7][CH:6]=2)[NH:12][C:13]=1[C:14]([O:16][CH2:17][CH3:18])=[O:15], predict the reactants needed to synthesize it. The reactants are: F[C:2]1[CH:9]=[C:8]([F:10])[CH:7]=[CH:6][C:3]=1[C:4]#[N:5].Cl.[NH2:12][CH2:13][C:14]([O:16][CH2:17][CH3:18])=[O:15].C(=O)([O-])[O-].[K+].[K+].CC(C)([O-])C.[K+].